From a dataset of Full USPTO retrosynthesis dataset with 1.9M reactions from patents (1976-2016). Predict the reactants needed to synthesize the given product. Given the product [Cl:64][C:39]1[CH:38]=[C:37]([NH:36][C:34](=[O:35])[CH2:33][NH:32][CH2:25][C:24]2[CH:27]=[CH:28][C:21]([CH2:20][N:13]3[C:14]4[CH:19]=[CH:18][CH:17]=[CH:16][C:15]=4[N:11]([CH2:10][CH2:9][CH2:8][O:7][C:6]4[CH:5]=[CH:4][C:3]([F:2])=[CH:31][CH:30]=4)[C:12]3=[NH:29])=[CH:22][CH:23]=2)[CH:42]=[CH:41][CH:40]=1, predict the reactants needed to synthesize it. The reactants are: Br.[F:2][C:3]1[CH:31]=[CH:30][C:6]([O:7][CH2:8][CH2:9][CH2:10][N:11]2[C:15]3[CH:16]=[CH:17][CH:18]=[CH:19][C:14]=3[N:13]([CH2:20][C:21]3[CH:28]=[CH:27][C:24]([CH:25]=O)=[CH:23][CH:22]=3)[C:12]2=[NH:29])=[CH:5][CH:4]=1.[NH2:32][CH2:33][C:34]([NH:36][C:37]1[CH:42]=[CH:41][C:40](Cl)=[CH:39][CH:38]=1)=[O:35].C(O[BH-](OC(=O)C)OC(=O)C)(=O)C.[Na+].OS([O-])(=O)=O.[K+].[Cl:64]CCCl.